Dataset: TCR-epitope binding with 47,182 pairs between 192 epitopes and 23,139 TCRs. Task: Binary Classification. Given a T-cell receptor sequence (or CDR3 region) and an epitope sequence, predict whether binding occurs between them. The epitope is LEPLVDLPI. The TCR CDR3 sequence is CASSFPGAYEQYF. Result: 1 (the TCR binds to the epitope).